This data is from Full USPTO retrosynthesis dataset with 1.9M reactions from patents (1976-2016). The task is: Predict the reactants needed to synthesize the given product. (1) Given the product [Cl:3][C:16]1[N:21]2[N:22]=[CH:23][CH:24]=[C:20]2[N:19]=[C:18]([S:25][CH3:26])[C:17]=1[C:27]#[N:28], predict the reactants needed to synthesize it. The reactants are: P(Cl)(Cl)([Cl:3])=O.CN(C)C1C=CC=CC=1.O[C:16]1[N:21]2[N:22]=[CH:23][CH:24]=[C:20]2[N:19]=[C:18]([S:25][CH3:26])[C:17]=1[C:27]#[N:28]. (2) Given the product [Cl:1][C:2]1[CH:7]=[C:6]([Cl:8])[CH:5]=[CH:4][C:3]=1[C@H:9]([NH:11][C:12]1[CH:19]=[C:18]([N:20]2[CH2:25][CH2:24][N:23]([C:39]([C@H:34]3[CH2:35][CH2:36][CH2:37][CH2:38][NH:33]3)=[O:40])[CH2:22][CH2:21]2)[CH:17]=[CH:16][C:13]=1[C:14]#[N:15])[CH3:10], predict the reactants needed to synthesize it. The reactants are: [Cl:1][C:2]1[CH:7]=[C:6]([Cl:8])[CH:5]=[CH:4][C:3]=1[C@H:9]([NH:11][C:12]1[CH:19]=[C:18]([N:20]2[CH2:25][CH2:24][NH:23][CH2:22][CH2:21]2)[CH:17]=[CH:16][C:13]=1[C:14]#[N:15])[CH3:10].C(OC([N:33]1[CH2:38][CH2:37][CH2:36][CH2:35][C@@H:34]1[C:39](O)=[O:40])=O)(C)(C)C.CN(C(ON1N=NC2C=CC=NC1=2)=[N+](C)C)C.F[P-](F)(F)(F)(F)F.CCN(C(C)C)C(C)C.